Dataset: Reaction yield outcomes from USPTO patents with 853,638 reactions. Task: Predict the reaction yield, written as a fraction of the theoretical maximum amount of product (1.0 means a 100% yield; for example, 0.34 means a 34% yield). The reactants are C(O)(=O)C(O)=O.[C:7]1([CH2:13][N:14]([C@@H:22]([CH2:31][C:32]2[CH:37]=[CH:36][CH:35]=[CH:34][CH:33]=2)[C@H:23]([OH:30])[CH2:24][NH:25][CH2:26][CH:27]([CH3:29])[CH3:28])[CH2:15][C:16]2[CH:21]=[CH:20][CH:19]=[CH:18][CH:17]=2)[CH:12]=[CH:11][CH:10]=[CH:9][CH:8]=1.C(=O)([O-])[O-].[K+].[K+].[O:44]1[C:48]2[CH:49]=[CH:50][C:51]([S:53](Cl)(=[O:55])=[O:54])=[CH:52][C:47]=2[O:46][CH2:45]1.C(OCC)(=O)C. The catalyst is O.O1CCOCC1. The product is [O:44]1[C:48]2[CH:49]=[CH:50][C:51]([S:53]([N:25]([CH2:24][C@@H:23]([OH:30])[C@@H:22]([N:14]([CH2:15][C:16]3[CH:21]=[CH:20][CH:19]=[CH:18][CH:17]=3)[CH2:13][C:7]3[CH:8]=[CH:9][CH:10]=[CH:11][CH:12]=3)[CH2:31][C:32]3[CH:37]=[CH:36][CH:35]=[CH:34][CH:33]=3)[CH2:26][CH:27]([CH3:29])[CH3:28])(=[O:54])=[O:55])=[CH:52][C:47]=2[O:46][CH2:45]1. The yield is 1.05.